This data is from Catalyst prediction with 721,799 reactions and 888 catalyst types from USPTO. The task is: Predict which catalyst facilitates the given reaction. Reactant: [Cl:1][C:2]1[CH:14]=[CH:13][C:5]2[O:6][CH:7]([C:10]([OH:12])=O)[CH2:8][O:9][C:4]=2[CH:3]=1.[F:15][C:16]1[CH:29]=[CH:28][C:19]([CH2:20][N:21]2[CH2:27][CH2:26][CH2:25][NH:24][CH2:23][CH2:22]2)=[CH:18][CH:17]=1.CCN=C=NCCCN(C)C.C1C=CC2N(O)N=NC=2C=1.CCN(C(C)C)C(C)C. Product: [Cl:1][C:2]1[CH:14]=[CH:13][C:5]2[O:6][CH:7]([C:10]([N:24]3[CH2:25][CH2:26][CH2:27][N:21]([CH2:20][C:19]4[CH:28]=[CH:29][C:16]([F:15])=[CH:17][CH:18]=4)[CH2:22][CH2:23]3)=[O:12])[CH2:8][O:9][C:4]=2[CH:3]=1. The catalyst class is: 136.